From a dataset of Catalyst prediction with 721,799 reactions and 888 catalyst types from USPTO. Predict which catalyst facilitates the given reaction. (1) Reactant: [N+:1]([C:4]1[CH:31]=[CH:30][C:7]([C:8]([N:10]2[CH2:16][C@H:15]([NH:17][C:18](=[O:24])[O:19][C:20]([CH3:23])([CH3:22])[CH3:21])[C:14](=[O:25])[NH:13][C:12]3[CH:26]=[CH:27][CH:28]=[CH:29][C:11]2=3)=[O:9])=[CH:6][CH:5]=1)([O-:3])=[O:2].Cl[CH2:33][C:34]1[C:43]2[C:38](=[CH:39][CH:40]=[CH:41][CH:42]=2)[CH:37]=[CH:36][C:35]=1[CH3:44].C([O-])([O-])=O.[Cs+].[Cs+].[Na+].[I-]. Product: [CH3:44][C:35]1[CH:36]=[CH:37][C:38]2[C:43](=[CH:42][CH:41]=[CH:40][CH:39]=2)[C:34]=1[CH2:33][N:13]1[C:14](=[O:25])[C@@H:15]([NH:17][C:18](=[O:24])[O:19][C:20]([CH3:23])([CH3:22])[CH3:21])[CH2:16][N:10]([C:8](=[O:9])[C:7]2[CH:6]=[CH:5][C:4]([N+:1]([O-:3])=[O:2])=[CH:31][CH:30]=2)[C:11]2[CH:29]=[CH:28][CH:27]=[CH:26][C:12]1=2. The catalyst class is: 18. (2) Reactant: Cl.[F:2][C:3]([C:6]1[N:10]=[C:9]([CH:11]2[CH2:16][CH2:15][NH:14][CH2:13][CH2:12]2)[O:8][N:7]=1)([CH3:5])[CH3:4].C(N(C(C)C)CC)(C)C.[Cl:26][C:27]1[C:32]([F:33])=[C:31](Cl)[N:30]=[CH:29][N:28]=1.O. Product: [Cl:26][C:27]1[N:28]=[CH:29][N:30]=[C:31]([N:14]2[CH2:15][CH2:16][CH:11]([C:9]3[O:8][N:7]=[C:6]([C:3]([F:2])([CH3:5])[CH3:4])[N:10]=3)[CH2:12][CH2:13]2)[C:32]=1[F:33]. The catalyst class is: 10. (3) Reactant: [NH2:1][C:2]1[C:3](=[O:19])[N:4]([CH3:18])[CH2:5][C:6]([CH3:17])([C:8]2[CH:13]=[CH:12][CH:11]=[C:10]([N+:14]([O-])=O)[CH:9]=2)[N:7]=1. Product: [NH2:1][C:2]1[C:3](=[O:19])[N:4]([CH3:18])[CH2:5][C:6]([C:8]2[CH:13]=[CH:12][CH:11]=[C:10]([NH2:14])[CH:9]=2)([CH3:17])[N:7]=1. The catalyst class is: 579. (4) The catalyst class is: 35. Reactant: [N:1]1([C:7]([C:9]2[CH:14]=[CH:13][C:12]([C:15]3[CH:20]=[CH:19][CH:18]=[C:17]([C:21]4[CH:25]=[C:24]([NH:26][C:27](=[O:33])[O:28][C:29]([CH3:32])([CH3:31])[CH3:30])[NH:23][N:22]=4)[CH:16]=3)=[CH:11][CH:10]=2)=[O:8])[CH2:6][CH2:5][NH:4][CH2:3][CH2:2]1.[OH:34][C:35]1([C:38](O)=[O:39])[CH2:37][CH2:36]1.CN(C(ON1N=NC2C=CC=CC1=2)=[N+](C)C)C.F[P-](F)(F)(F)(F)F.CCN(C(C)C)C(C)C. Product: [OH:34][C:35]1([C:38]([N:4]2[CH2:5][CH2:6][N:1]([C:7]([C:9]3[CH:14]=[CH:13][C:12]([C:15]4[CH:20]=[CH:19][CH:18]=[C:17]([C:21]5[CH:25]=[C:24]([NH:26][C:27](=[O:33])[O:28][C:29]([CH3:30])([CH3:32])[CH3:31])[NH:23][N:22]=5)[CH:16]=4)=[CH:11][CH:10]=3)=[O:8])[CH2:2][CH2:3]2)=[O:39])[CH2:37][CH2:36]1. (5) Reactant: [Cl:1][C:2]1[CH:3]=[C:4]([C:9]2([C:22]([F:25])([F:24])[F:23])[O:13][N:12]=[C:11]([C:14]3[CH:15]=[CH:16][C:17]([CH3:21])=[C:18]([CH:20]=3)[NH2:19])[CH2:10]2)[CH:5]=[C:6]([Cl:8])[CH:7]=1.[C:26](O)(=[O:30])/[CH:27]=[CH:28]/[CH3:29].Cl.C(N(CC)CCCN=C=NCC)C.C(=O)([O-])O.[Na+]. The catalyst class is: 9. Product: [Cl:1][C:2]1[CH:3]=[C:4]([C:9]2([C:22]([F:23])([F:25])[F:24])[O:13][N:12]=[C:11]([C:14]3[CH:15]=[CH:16][C:17]([CH3:21])=[C:18]([NH:19][C:26](=[O:30])/[CH:27]=[CH:28]/[CH3:29])[CH:20]=3)[CH2:10]2)[CH:5]=[C:6]([Cl:8])[CH:7]=1.